From a dataset of Reaction yield outcomes from USPTO patents with 853,638 reactions. Predict the reaction yield, written as a fraction of the theoretical maximum amount of product (1.0 means a 100% yield; for example, 0.34 means a 34% yield). (1) The catalyst is C(O)C. The reactants are [CH3:1][N:2]([CH3:13])[CH2:3][CH2:4][CH2:5][O:6][C:7]1[CH:8]=[N:9][CH:10]=[CH:11][CH:12]=1.[O:14]=[C:15]([OH:27])[C@@H:16]([C@H:18]([C@H:20]([C@@H:22]([C:24]([OH:26])=[O:25])[OH:23])[OH:21])[OH:19])[OH:17].O. The product is [O:14]=[C:15]([OH:27])[C@@H:16]([C@H:18]([C@H:20]([C@@H:22]([C:24]([OH:26])=[O:25])[OH:23])[OH:21])[OH:19])[OH:17].[CH3:13][N:2]([CH3:1])[CH2:3][CH2:4][CH2:5][O:6][C:7]1[CH:8]=[N:9][CH:10]=[CH:11][CH:12]=1.[CH3:1][N:2]([CH2:3][CH2:4][CH2:5][O:6][C:7]1[CH:8]=[N:9][CH:10]=[CH:11][CH:12]=1)[CH3:13]. The yield is 0.627. (2) The reactants are [OH:1][C:2]1[CH:3]=[C:4]([C:14]2[N:15](C(OC(C)(C)C)=O)[C:16]([C:19]3[S:20][CH:21]=[CH:22][N:23]=3)=[CH:17][CH:18]=2)[CH:5]=[C:6]([O:8][C@@H:9]([CH3:13])[CH2:10][O:11][CH3:12])[CH:7]=1.[F:31][C:32]1[CH:33]=[C:34]([S:39]([NH:42][CH3:43])(=[O:41])=[O:40])[CH:35]=[CH:36][C:37]=1F.C(=O)([O-])[O-].[K+].[K+].O. The catalyst is CN(C)C=O. The product is [F:31][C:32]1[CH:33]=[C:34]([S:39]([NH:42][CH3:43])(=[O:40])=[O:41])[CH:35]=[CH:36][C:37]=1[O:1][C:2]1[CH:3]=[C:4]([C:14]2[NH:15][C:16]([C:19]3[S:20][CH:21]=[CH:22][N:23]=3)=[CH:17][CH:18]=2)[CH:5]=[C:6]([O:8][C@@H:9]([CH3:13])[CH2:10][O:11][CH3:12])[CH:7]=1. The yield is 0.300. (3) The reactants are C([O:4][C:5]1[CH:10]=[CH:9][C:8]([C:11](=[O:32])[NH:12][C:13]2[S:17][C:16]([NH:18][C:19]3[CH:28]=[CH:27][C:26]4[C:21](=[CH:22][CH:23]=[CH:24][CH:25]=4)[CH:20]=3)=[N:15][C:14]=2[C:29](=[O:31])[NH2:30])=[CH:7][CH:6]=1)(=O)C.C([O-])([O-])=O.[K+].[K+]. The catalyst is CO. The product is [OH:4][C:5]1[CH:10]=[CH:9][C:8]([C:11]([NH:12][C:13]2[S:17][C:16]([NH:18][C:19]3[CH:28]=[CH:27][C:26]4[C:21](=[CH:22][CH:23]=[CH:24][CH:25]=4)[CH:20]=3)=[N:15][C:14]=2[C:29]([NH2:30])=[O:31])=[O:32])=[CH:7][CH:6]=1. The yield is 0.680. (4) The reactants are [CH3:1][O:2][C:3]1[C:4]([CH3:25])=[C:5]([C:16]([O:23][CH3:24])=[C:17]([O:21][CH3:22])[C:18]=1[O:19][CH3:20])[CH2:6][C:7]1[CH:14]=[CH:13][C:10]([CH:11]=[O:12])=[C:9]([OH:15])[CH:8]=1.C(=O)([O-])[O-].[Na+].[Na+].[CH2:32](Br)[C:33]1[CH:38]=[CH:37][CH:36]=[CH:35][CH:34]=1. The catalyst is CC(C)=O. The product is [CH3:1][O:2][C:3]1[C:4]([CH3:25])=[C:5]([C:16]([O:23][CH3:24])=[C:17]([O:21][CH3:22])[C:18]=1[O:19][CH3:20])[CH2:6][C:7]1[CH:14]=[CH:13][C:10]([CH:11]=[O:12])=[C:9]([O:15][CH2:32][C:33]2[CH:38]=[CH:37][CH:36]=[CH:35][CH:34]=2)[CH:8]=1. The yield is 0.930. (5) The reactants are C1(P(C2C=CC=CC=2)C2C=CC=CC=2)C=CC=CC=1.O1CCCC1.[I:25]N1C(=O)CCC1=O.[CH2:33]([Sn:37]([CH2:46]O)([CH2:42][CH2:43][CH2:44][CH3:45])[CH2:38][CH2:39][CH2:40][CH3:41])[CH2:34][CH2:35][CH3:36]. The yield is 0.940. The product is [CH2:33]([Sn:37]([CH2:42][CH2:43][CH2:44][CH3:45])([CH2:38][CH2:39][CH2:40][CH3:41])[CH2:46][I:25])[CH2:34][CH2:35][CH3:36]. The catalyst is O.C(OCC)C. (6) The reactants are [Cl:1][C:2]1[CH:10]=[C:9](/[CH:11]=[CH:12]/[CH:13]([C:18]2[CH:23]=[C:22]([Cl:24])[C:21]([Cl:25])=[C:20]([Cl:26])[CH:19]=2)[C:14]([F:17])([F:16])[F:15])[CH:8]=[CH:7][C:3]=1[C:4]([OH:6])=O.[NH2:27][C:28]1([C:31]([NH:33][CH2:34][C:35]([F:38])([F:37])[F:36])=[O:32])[CH2:30][CH2:29]1.F[P-](F)(F)(F)(F)F.ClC1N(C)CC[NH+]1C.ON1C2N=CC=CC=2N=N1. The catalyst is C(Cl)Cl.CN(C=O)C.CN(C1C=CN=CC=1)C. The product is [Cl:1][C:2]1[CH:10]=[C:9](/[CH:11]=[CH:12]/[CH:13]([C:18]2[CH:23]=[C:22]([Cl:24])[C:21]([Cl:25])=[C:20]([Cl:26])[CH:19]=2)[C:14]([F:16])([F:15])[F:17])[CH:8]=[CH:7][C:3]=1[C:4]([NH:27][C:28]1([C:31](=[O:32])[NH:33][CH2:34][C:35]([F:37])([F:38])[F:36])[CH2:30][CH2:29]1)=[O:6]. The yield is 0.750.